Predict the product of the given reaction. From a dataset of Forward reaction prediction with 1.9M reactions from USPTO patents (1976-2016). Given the reactants [OH-].[K+].[CH2:3]([OH:6])[CH2:4][OH:5].[CH3:7][C:8]1[CH:15]=[CH:14][C:11]([CH2:12]Br)=[CH:10][CH:9]=1, predict the reaction product. The product is: [CH3:7][C:8]1[CH:15]=[CH:14][C:11]([CH2:12][O:5][CH2:4][CH2:3][OH:6])=[CH:10][CH:9]=1.